From a dataset of Experimentally validated miRNA-target interactions with 360,000+ pairs, plus equal number of negative samples. Binary Classification. Given a miRNA mature sequence and a target amino acid sequence, predict their likelihood of interaction. (1) The miRNA is hsa-miR-4694-3p with sequence CAAAUGGACAGGAUAACACCU. The protein sequence of the target gene is MSIRAPPRLLELARQRLLRDQALAISTMEELPRELFPTLFMEAFSRRRCETLKTMVQAWPFTRLPLGSLMKSPHLESLKSVLEGVDVLLTQEVRPRQSKLQVLDLRNVDENFCDIFSGATASFPEALSQKQTADNCPGTGRQQPFMVFIDLCLKNRTLDECLTHLLEWGKQRKGLLHVCCKELQVFGMPIHSIIEVLNMVELDCIQEVEVCCPWELSTLVKFAPYLGQMRNLRKLVLFNIRASACIPPDNKGQFIARFTSQFLKLDYFQNLSMHSVSFLEGHLDQLLRCLQASLEMVVMT.... Result: 0 (no interaction). (2) The miRNA is hsa-miR-6852-5p with sequence CCCUGGGGUUCUGAGGACAUG. The protein sequence of the target gene is MFGKKKKRVEISAPSNFEHRVHTGFDQHEQKFTGLPRQWQSLIEESARRPKPLIDPACITSIQPGAPKTIVRGSKGAKDGALTLLLDEFENMSVTRSNSLRRESPPPPARAHQENGMLEERAAPARMAPDKAGSRARATGHSEAGSGSGDRRRVGPEKRPKSSRDGPGGPQEASRDKRPLSGPDVSTPQPGSLTSGTKLAAGRPFNTYPRADTDHPPRGAQGEPHTMAPNGPSATGLAAPQSSSSSRPPTRARGAPSPGVLGPHASEPQLAPPARALAAPAVPPAPGPPGPRSPQREPQR.... Result: 0 (no interaction). (3) The miRNA is mmu-miR-494-3p with sequence UGAAACAUACACGGGAAACCUC. The protein sequence of the target gene is METRTEDGGLTRRPTLASSWDVAGGALTHSLLLTRAGLGPGDFDWEELLAPPAPGQDLVILKRNHNNKDENPCFLYLRCGPDGGEEIASIGILSSARNMEVYLGEEYCGTSRGKNVCTVLDDSEHEKIILYKKNLKLESSTHACKIKLLSFGERQCVFISKVVVHMRSVFANSSTSSPALGSRIDLDKVQTIMESMGSKLSPGAQQLMDMVRCQQRNCIPIGEQLQSVLGNSGYKHMIGLQSSSTLGTLNKSSSTPFPFRTGLTSGNVTENLQTYIDKSTQLPGGENSTKLDECKVMPQN.... Result: 0 (no interaction). (4) The miRNA is rno-miR-155-5p with sequence UUAAUGCUAAUUGUGAUAGGGGU. The protein sequence of the target gene is MGSRGQGLLLAYCLLLAFASGLVLSRVPHVQGEQQEWEGTEELPSPPDHAERAEEQHEKYRPSQDQGLPASRCLRCCDPGTSMYPATAVPQINITILKGEKGDRGDRGLQGKYGKTGSAGARGHTGPKGQKGSMGAPGERCKSHYAAFSVGRKKPMHSNHYYQTVIFDTEFVNLYDHFNMFTGKFYCYVPGLYFFSLNVHTWNQKETYLHIMKNEEEVVILFAQVGDRSIMQSQSLMLELREQDQVWVRLYKGERENAIFSEELDTYITFSGYLVKHATEP. Result: 0 (no interaction). (5) The miRNA is mmu-miR-200c-3p with sequence UAAUACUGCCGGGUAAUGAUGGA. The protein sequence of the target gene is MDEDGGGEGGGVPEDLSLEEREELLDIRRRKKELIDDIERLKYEIAEVMTEIDNLTSVEESKTTQRNKQIAMGRKKFNMDPKKGIQFLIENDLLQSSPEDVAQFLYKGEGLNKTVIGDYLGERDEFNIKVLQAFVELHEFADLNLVQALRQFLWSFRLPGEAQKIDRMMEAFASRYCLCNPGVFQSTDTCYVLSFAIIMLNTSLHNHNVRDKPTAERFIAMNRGINEGGDLPEELLRNLYESIKNEPFKIPEDDGNDLTHTFFNPDREGWLLKLGGGRVKTWKRRWFILTDNCLYYFEYT.... Result: 0 (no interaction).